The task is: Predict the reactants needed to synthesize the given product.. This data is from Full USPTO retrosynthesis dataset with 1.9M reactions from patents (1976-2016). Given the product [F:20][C:14]1[CH:15]=[CH:16][C:17]([I:19])=[CH:18][C:13]=1[N:6]1[CH:7]=[C:8]([O:11][CH3:12])[C:9](=[O:10])[C:4]([C:1]2[N:31]([C:25]3[CH:30]=[CH:29][CH:28]=[CH:27][CH:26]=3)[N:32]=[CH:21][CH:2]=2)=[N:5]1, predict the reactants needed to synthesize it. The reactants are: [C:1]([C:4]1[C:9](=[O:10])[C:8]([O:11][CH3:12])=[CH:7][N:6]([C:13]2[CH:18]=[C:17]([I:19])[CH:16]=[CH:15][C:14]=2[F:20])[N:5]=1)(=O)[CH3:2].[CH3:21]C(O)=O.[C:25]1([NH:31][NH2:32])[CH:30]=[CH:29][CH:28]=[CH:27][CH:26]=1.